From a dataset of Catalyst prediction with 721,799 reactions and 888 catalyst types from USPTO. Predict which catalyst facilitates the given reaction. (1) Reactant: [CH3:1][C:2]1[S:6][CH:5]=[C:4]([S:7]([NH2:10])(=[O:9])=[O:8])[CH:3]=1.[C:11]1([O:17]C(Cl)=O)C=CC=CC=1.C(N(CC)CC)C.[NH2:28][C:29]1[N:34]=[C:33]([NH:35][C:36]([NH2:38])=[O:37])[CH:32]=[C:31]([Br:39])[CH:30]=1. Product: [Br:39][C:31]1[CH:32]=[C:33]([NH:35][C:36](=[O:37])[NH2:38])[N:34]=[C:29]([NH:28][C:11]([NH:10][S:7]([C:4]2[CH:3]=[C:2]([CH3:1])[S:6][CH:5]=2)(=[O:9])=[O:8])=[O:17])[CH:30]=1. The catalyst class is: 10. (2) Reactant: [CH3:1][C:2]([CH3:17])([CH2:10][C:11]1[CH:16]=[CH:15][CH:14]=[CH:13][CH:12]=1)[CH2:3][CH2:4][C:5]([O:7]CC)=[O:6].[OH-].[Na+].O.CO. Product: [CH3:1][C:2]([CH3:17])([CH2:10][C:11]1[CH:16]=[CH:15][CH:14]=[CH:13][CH:12]=1)[CH2:3][CH2:4][C:5]([OH:7])=[O:6]. The catalyst class is: 7. (3) Reactant: Cl[S:2]([C:5]1[CH:14]=[CH:13][CH:12]=[CH:11][C:6]=1[C:7]([O:9]C)=[O:8])(=[O:4])=[O:3].[CH3:15][C:16]([CH3:36])=[CH:17][CH2:18][CH2:19]/[C:20](/[CH3:35])=[CH:21]/[CH2:22][CH2:23]/[C:24](/[CH3:34])=[CH:25]/[CH2:26][S:27][CH2:28][C@H:29]([NH2:33])[C:30]([OH:32])=[O:31].C(N(CC)C(C)C)(C)C.O[Li].O. Product: [C:30]([C@@H:29]([NH:33][S:2]([C:5]1[CH:14]=[CH:13][CH:12]=[CH:11][C:6]=1[C:7]([OH:9])=[O:8])(=[O:4])=[O:3])[CH2:28][S:27][CH2:26]/[CH:25]=[C:24](\[CH3:34])/[CH2:23][CH2:22]/[CH:21]=[C:20](\[CH3:35])/[CH2:19][CH2:18][CH:17]=[C:16]([CH3:15])[CH3:36])([OH:32])=[O:31]. The catalyst class is: 375. (4) Reactant: [S:1]([N:11]=[C:12]=O)([C:4]1[CH:10]=[CH:9][C:7]([CH3:8])=[CH:6][CH:5]=1)(=[O:3])=[O:2].[CH2:14]([C:16]1[NH:17][C:18]([CH2:27]C)=[CH:19][C:20](=O)[C:21]=1[C:22]([O:24][CH3:25])=[O:23])[CH3:15]. Product: [CH3:25][O:24][C:22](=[O:23])[C:21]1[C:12]([NH:11][S:1]([C:4]2[CH:5]=[CH:6][C:7]([CH3:8])=[CH:9][CH:10]=2)(=[O:2])=[O:3])=[CH:27][C:18]([CH2:19][CH3:20])=[N:17][C:16]=1[CH2:14][CH3:15]. The catalyst class is: 10. (5) Reactant: [NH:1]1[C:9]2[C:4](=[CH:5][C:6]([NH:10][C:11]3[N:23]=[CH:22][C:21]([CH:24]4[CH2:26][CH2:25]4)=[CH:20][C:12]=3[C:13]([O:15][CH2:16][CH2:17][CH2:18][CH3:19])=[O:14])=[CH:7][CH:8]=2)[CH:3]=[CH:2]1.[CH3:27][C:28]([CH3:31])([O-])[CH3:29].[K+].BrCC1CC1.CN(C)C(=O)C. Product: [CH:24]1([C:21]2[CH:22]=[N:23][C:11]([NH:10][C:6]3[CH:5]=[C:4]4[C:9](=[CH:8][CH:7]=3)[N:1]([CH2:27][CH:28]3[CH2:31][CH2:29]3)[CH:2]=[CH:3]4)=[C:12]([CH:20]=2)[C:13]([O:15][CH2:16][CH2:17][CH2:18][CH3:19])=[O:14])[CH2:25][CH2:26]1. The catalyst class is: 69.